This data is from Catalyst prediction with 721,799 reactions and 888 catalyst types from USPTO. The task is: Predict which catalyst facilitates the given reaction. The catalyst class is: 32. Product: [OH:36][C:31]1([C:32]([F:35])([F:34])[F:33])[CH2:30][N:10]([C:11]2[CH:16]=[CH:15][C:14]([S:17]([CH3:20])(=[O:19])=[O:18])=[CH:13][CH:12]=2)[C:9]([C:6]2[CH:5]=[CH:4][C:3]([C:2]([F:1])([F:22])[F:23])=[CH:8][CH:7]=2)=[N:21]1. Reactant: [F:1][C:2]([F:23])([F:22])[C:3]1[CH:8]=[CH:7][C:6]([C:9](=[NH:21])[NH:10][C:11]2[CH:16]=[CH:15][C:14]([S:17]([CH3:20])(=[O:19])=[O:18])=[CH:13][CH:12]=2)=[CH:5][CH:4]=1.C(=O)(O)[O-].[Na+].Br[CH2:30][C:31](=[O:36])[C:32]([F:35])([F:34])[F:33].